This data is from Reaction yield outcomes from USPTO patents with 853,638 reactions. The task is: Predict the reaction yield, written as a fraction of the theoretical maximum amount of product (1.0 means a 100% yield; for example, 0.34 means a 34% yield). The yield is 0.200. The reactants are [F:1][C:2]1[CH:3]=[CH:4][C:5]([CH3:25])=[C:6]([C:8]2[N+:9]([O-])=[CH:10][C:11]3[C:16]([CH:17]=2)=[CH:15][N:14]=[C:13]([NH:18][C:19]([CH:21]2[CH2:23][CH2:22]2)=[O:20])[CH:12]=3)[CH:7]=1.[CH:26]([N:29](CC)C(C)C)(C)C.C[Si](C#N)(C)C. The product is [C:26]([C:10]1[N:9]=[C:8]([C:6]2[CH:7]=[C:2]([F:1])[CH:3]=[CH:4][C:5]=2[CH3:25])[CH:17]=[C:16]2[C:11]=1[CH:12]=[C:13]([NH:18][C:19]([CH:21]1[CH2:23][CH2:22]1)=[O:20])[N:14]=[CH:15]2)#[N:29]. The catalyst is C(#N)C.C(OCC)(=O)C.